From a dataset of Forward reaction prediction with 1.9M reactions from USPTO patents (1976-2016). Predict the product of the given reaction. Given the reactants [CH2:1]([N:8]1[C:16]([C:17]2[CH:22]=[CH:21][C:20]([CH3:23])=[CH:19][C:18]=2[CH3:24])=[C:15]2[C:10]([N:11]=[C:12](Cl)[N:13]([CH3:26])[C:14]2=[O:25])=[N:9]1)[C:2]1[CH:7]=[CH:6][CH:5]=[CH:4][CH:3]=1.[CH2:28]([NH:31][CH2:32][CH2:33][CH3:34])[CH2:29][CH3:30], predict the reaction product. The product is: [CH2:1]([N:8]1[C:16]([C:17]2[CH:22]=[CH:21][C:20]([CH3:23])=[CH:19][C:18]=2[CH3:24])=[C:15]2[C:10]([N:11]=[C:12]([N:31]([CH2:32][CH2:33][CH3:34])[CH2:28][CH2:29][CH3:30])[N:13]([CH3:26])[C:14]2=[O:25])=[N:9]1)[C:2]1[CH:7]=[CH:6][CH:5]=[CH:4][CH:3]=1.